From a dataset of Full USPTO retrosynthesis dataset with 1.9M reactions from patents (1976-2016). Predict the reactants needed to synthesize the given product. Given the product [NH:10]([CH:6]1[CH2:7][CH2:8][NH:3][CH2:4][CH2:5]1)[C:11]1[CH:16]=[CH:15][CH:14]=[CH:13][CH:12]=1, predict the reactants needed to synthesize it. The reactants are: O.Cl.[NH:3]1[CH2:8][CH2:7][C:6](=O)[CH2:5][CH2:4]1.[NH2:10][C:11]1[CH:16]=[CH:15][CH:14]=[CH:13][CH:12]=1.C(O)(=O)C.